This data is from Forward reaction prediction with 1.9M reactions from USPTO patents (1976-2016). The task is: Predict the product of the given reaction. (1) Given the reactants [C:1]([O:5][C:6](=[O:26])[NH:7][C:8]1[CH:13]=[C:12]([N:14]([CH3:18])[CH2:15][CH2:16][CH3:17])[C:11]([C:19]([F:22])([F:21])[F:20])=[CH:10][C:9]=1[N+:23]([O-])=O)([CH3:4])([CH3:3])[CH3:2], predict the reaction product. The product is: [C:1]([O:5][C:6](=[O:26])[NH:7][C:8]1[CH:13]=[C:12]([N:14]([CH3:18])[CH2:15][CH2:16][CH3:17])[C:11]([C:19]([F:22])([F:21])[F:20])=[CH:10][C:9]=1[NH2:23])([CH3:2])([CH3:3])[CH3:4]. (2) Given the reactants [CH:1]1([N:6]2[CH2:12][C:11]([F:14])([F:13])[C:10](=[O:15])[N:9]([CH3:16])[C:8]3[CH:17]=[N:18][C:19]([NH:21][C:22]4[C:30]([O:31][CH3:32])=[CH:29][C:25]([C:26](O)=[O:27])=[C:24]([F:33])[CH:23]=4)=[N:20][C:7]2=3)[CH2:5][CH2:4][CH2:3][CH2:2]1.F[P-](F)(F)(F)(F)F.CN(C(N(C)C)=[N+]1C2C=CC=CC=2[N+]([O-])=N1)C.C(N(C(C)C)CC)(C)C.[CH3:67][N:68]([CH3:73])[CH2:69][CH2:70][CH2:71][NH2:72], predict the reaction product. The product is: [CH:1]1([N:6]2[CH2:12][C:11]([F:13])([F:14])[C:10](=[O:15])[N:9]([CH3:16])[C:8]3[CH:17]=[N:18][C:19]([NH:21][C:22]4[C:30]([O:31][CH3:32])=[CH:29][C:25]([C:26]([NH:72][CH2:71][CH2:70][CH2:69][N:68]([CH3:73])[CH3:67])=[O:27])=[C:24]([F:33])[CH:23]=4)=[N:20][C:7]2=3)[CH2:2][CH2:3][CH2:4][CH2:5]1. (3) Given the reactants [CH3:1][C:2]1[C:3]([CH2:8][N:9]([CH2:16][C:17]2[C:22]([CH3:23])=[CH:21][CH:20]=[CH:19][N:18]=2)[CH:10]2[CH2:15][CH2:14][NH:13][CH2:12][CH2:11]2)=[N:4][CH:5]=[CH:6][CH:7]=1.CC([O-])=O.[Na+].[N:29]#[C:30]Br.O, predict the reaction product. The product is: [CH3:1][C:2]1[C:3]([CH2:8][N:9]([CH2:16][C:17]2[C:22]([CH3:23])=[CH:21][CH:20]=[CH:19][N:18]=2)[CH:10]2[CH2:15][CH2:14][N:13]([C:30]#[N:29])[CH2:12][CH2:11]2)=[N:4][CH:5]=[CH:6][CH:7]=1. (4) Given the reactants C([N:8]1[CH2:12][CH:11]=[C:10]([C:13]2[CH:18]=[CH:17][C:16]([F:19])=[C:15]([F:20])[CH:14]=2)[CH2:9]1)C1C=CC=CC=1.C([O-])=O.[NH4+], predict the reaction product. The product is: [F:20][C:15]1[CH:14]=[C:13]([CH:10]2[CH2:11][CH2:12][NH:8][CH2:9]2)[CH:18]=[CH:17][C:16]=1[F:19]. (5) Given the reactants [F:1][C:2]1[CH:3]=[C:4]([C:12]2[C:13]3[CH2:20][CH2:19][CH:18]([CH2:21][C:22]([NH:24][CH3:25])=[O:23])[C:14]=3[CH:15]=[N:16][CH:17]=2)[CH:5]=[CH:6][C:7]=1[C:8]([F:11])([F:10])[F:9].[CH:26]1(CN)[CH2:28][CH2:27]1, predict the reaction product. The product is: [CH:26]1([CH2:25][NH:24][C:22](=[O:23])[CH2:21][CH:18]2[C:14]3[CH:15]=[N:16][CH:17]=[C:12]([C:4]4[CH:5]=[CH:6][C:7]([C:8]([F:11])([F:9])[F:10])=[C:2]([F:1])[CH:3]=4)[C:13]=3[CH2:20][CH2:19]2)[CH2:28][CH2:27]1.